The task is: Predict the reaction yield, written as a fraction of the theoretical maximum amount of product (1.0 means a 100% yield; for example, 0.34 means a 34% yield).. This data is from Reaction yield outcomes from USPTO patents with 853,638 reactions. The yield is 0.970. The catalyst is [OH-].[Na+]. The product is [CH3:4][N:5]([CH2:1][C:10]1[N:9]([CH2:7][CH3:8])[CH:13]=[CH:12][CH:11]=1)[CH3:6]. The reactants are [CH2:1]=O.Cl.[CH3:4][NH:5][CH3:6].[CH2:7]([N:9]1[CH:13]=[CH:12][CH:11]=[CH:10]1)[CH3:8].